Task: Regression/Classification. Given a drug SMILES string, predict its absorption, distribution, metabolism, or excretion properties. Task type varies by dataset: regression for continuous measurements (e.g., permeability, clearance, half-life) or binary classification for categorical outcomes (e.g., BBB penetration, CYP inhibition). Dataset: rlm.. Dataset: Rat liver microsome stability data (1) The molecule is c1cncc(-c2cc(-c3cncs3)cs2)c1. The result is 1 (stable in rat liver microsomes). (2) The drug is COc1ccc(CNC(=O)CCCn2nc(C)c3c(C)n(-c4ccc(C)cc4)nc3c2=O)cc1OC. The result is 1 (stable in rat liver microsomes). (3) The compound is O=C(Nc1ccc(C(=O)N2CCCC2)cc1)c1ccccc1F. The result is 0 (unstable in rat liver microsomes). (4) The drug is C=CC(=O)NCc1coc(-c2c(N)ncnc2Nc2ccc(Oc3ccccc3)c(Cl)c2)n1. The result is 0 (unstable in rat liver microsomes). (5) The compound is CCc1ccc(NC(=O)c2[nH]c(C)c(C(C)=O)c2C)cc1S(=O)(=O)Nc1ccc(C#N)cc1. The result is 1 (stable in rat liver microsomes). (6) The compound is Fc1ccc(-c2nc(-c3ccncc3)nc3ccccc23)cc1F. The result is 1 (stable in rat liver microsomes). (7) The compound is O=S(=O)(c1ccccc1)c1ccc2c3c(oc2c1)CNCC3. The result is 1 (stable in rat liver microsomes). (8) The molecule is N=c1c2c(n(Cc3ccccc3)c3c1CCC3)CCC2. The result is 1 (stable in rat liver microsomes).